Dataset: Reaction yield outcomes from USPTO patents with 853,638 reactions. Task: Predict the reaction yield, written as a fraction of the theoretical maximum amount of product (1.0 means a 100% yield; for example, 0.34 means a 34% yield). (1) The reactants are [Cl:1][C:2]1[CH:3]=[C:4]([CH:9]=[CH:10][C:11]2[CH:12]=[CH:13][C:14]([N+:18]([O-])=O)=[C:15]([OH:17])[CH:16]=2)[CH:5]=[CH:6][C:7]=1[Cl:8]. The catalyst is C1COCC1.[Ni]. The product is [NH2:18][C:14]1[CH:13]=[CH:12][C:11]([CH2:10][CH2:9][C:4]2[CH:5]=[CH:6][C:7]([Cl:8])=[C:2]([Cl:1])[CH:3]=2)=[CH:16][C:15]=1[OH:17]. The yield is 0.920. (2) The reactants are Cl[C:2]1[CH:3]=[C:4]([O:9][CH3:10])[CH:5]=[C:6]([Cl:8])[CH:7]=1.[Mg].CN(C)[CH:14]=[O:15].CCOC(C)=O. The catalyst is C1COCC1.BrCCBr. The product is [Cl:8][C:6]1[CH:7]=[C:2]([CH:3]=[C:4]([O:9][CH3:10])[CH:5]=1)[CH:14]=[O:15]. The yield is 0.540. (3) The reactants are [N:1]1[CH:6]=[CH:5][CH:4]=[CH:3][C:2]=1[C:7]1[NH:11][CH:10]=[C:9]([CH:12]=[O:13])[CH:8]=1.[H-].[Na+].C1OCCOCCOCCOCCOC1.[F:31][C:32]1[CH:33]=[C:34]([S:39](Cl)(=[O:41])=[O:40])[CH:35]=[CH:36][C:37]=1[F:38]. The catalyst is O1CCCC1.[Cl-].[Na+].O. The product is [F:31][C:32]1[CH:33]=[C:34]([S:39]([N:11]2[C:7]([C:2]3[CH:3]=[CH:4][CH:5]=[CH:6][N:1]=3)=[CH:8][C:9]([CH:12]=[O:13])=[CH:10]2)(=[O:40])=[O:41])[CH:35]=[CH:36][C:37]=1[F:38]. The yield is 0.700. (4) The reactants are [O:1]1[CH2:6][CH2:5][CH2:4][CH2:3][CH:2]1[CH2:7][OH:8].F[C:10]1[CH:11]=[C:12]([CH3:19])[CH:13]=[CH:14][C:15]=1[N+:16]([O-:18])=[O:17].[CH3:20][C:21]1[CH:27]=[CH:26][C:24]([NH2:25])=[C:23]([O:28][CH2:29][CH:30]2[CH2:35][CH2:34][CH2:33][CH2:32][O:31]2)[CH:22]=1.[NH2:36][C:37]1[S:38][CH:39]=[CH:40][N:41]=1. No catalyst specified. The product is [N+:16]([C:15]1[CH:14]=[CH:13][C:12]([CH3:19])=[CH:11][C:10]=1[O:8][CH2:7][CH:2]1[CH2:3][CH2:4][CH2:5][CH2:6][O:1]1)([O-:18])=[O:17].[CH3:20][C:21]1[CH:27]=[CH:26][C:24]([NH:25][C:7]([NH:36][C:37]2[S:38][CH:39]=[CH:40][N:41]=2)=[O:8])=[C:23]([O:28][CH2:29][CH:30]2[CH2:35][CH2:34][CH2:33][CH2:32][O:31]2)[CH:22]=1. The yield is 0.640. (5) The yield is 0.450. The reactants are C([O:3][C:4](=[O:32])[C:5]([O:24][C:25]1[CH:30]=[CH:29][C:28]([F:31])=[CH:27][CH:26]=1)([CH3:23])[CH2:6][C:7]1[CH:12]=[CH:11][C:10]([O:13][CH2:14][CH2:15][CH:16]2[CH2:20][NH:19][C:18](=[O:21])[N:17]2[CH3:22])=[CH:9][CH:8]=1)C.[H-].[Na+].[C:35]([C:39]1[CH:46]=[CH:45][C:42]([CH2:43]Br)=[CH:41][CH:40]=1)([CH3:38])([CH3:37])[CH3:36]. The catalyst is CN(C=O)C.CCOCC.Cl. The product is [C:35]([C:39]1[CH:46]=[CH:45][C:42]([CH2:43][N:19]2[CH2:20][CH:16]([CH2:15][CH2:14][O:13][C:10]3[CH:11]=[CH:12][C:7]([CH2:6][C:5]([O:24][C:25]4[CH:26]=[CH:27][C:28]([F:31])=[CH:29][CH:30]=4)([CH3:23])[C:4]([OH:32])=[O:3])=[CH:8][CH:9]=3)[N:17]([CH3:22])[C:18]2=[O:21])=[CH:41][CH:40]=1)([CH3:38])([CH3:37])[CH3:36]. (6) The reactants are [C:1]([C:3]1[CH:8]=[CH:7][C:6]([C:9]2([O:12][CH2:13][C:14]([CH3:17])([CH3:16])[CH3:15])[CH2:11][CH2:10]2)=[CH:5][C:4]=1C)#[CH:2].[CH3:19][O:20][C:21](=[O:30])[CH2:22][C:23]1[CH:28]=[CH:27][C:26](I)=[CH:25][CH:24]=1.[CH2:31](N(CC)CC)C. The catalyst is [Cu]I.Cl[Pd](Cl)([P](C1C=CC=CC=1)(C1C=CC=CC=1)C1C=CC=CC=1)[P](C1C=CC=CC=1)(C1C=CC=CC=1)C1C=CC=CC=1. The product is [CH3:17][C:14]([CH3:15])([CH3:16])[CH2:13][O:12][C:9]1([C:6]2[CH:5]=[CH:4][C:3]([C:1]#[C:2][C:26]3[CH:27]=[CH:28][C:23]([CH2:22][C:21]([O:20][CH3:19])=[O:30])=[CH:24][CH:25]=3)=[CH:8][C:7]=2[CH3:31])[CH2:10][CH2:11]1. The yield is 0.830.